This data is from Full USPTO retrosynthesis dataset with 1.9M reactions from patents (1976-2016). The task is: Predict the reactants needed to synthesize the given product. (1) Given the product [Cl:1][C:24]1[CH:25]=[C:20]([S:26]([N:29]2[CH2:34][CH2:33][O:32][C:31]3[N:35]=[CH:36][C:37]([C:39]([NH:2][C:3]4([C:9]([O:11][CH3:13])=[O:10])[CH2:8][CH2:7][O:6][CH2:5][CH2:4]4)=[O:40])=[CH:38][C:30]2=3)(=[O:27])=[O:19])[CH:21]=[CH:22][C:47]=1[Cl:49], predict the reactants needed to synthesize it. The reactants are: [ClH:1].[NH2:2][C:3]1([C:9]([OH:11])=[O:10])[CH2:8][CH2:7][O:6][CH2:5][CH2:4]1.[Si](C=[N+]=[N-])(C)(C)[CH3:13].[OH2:19].[C:20]1([S:26]([N:29]2[CH2:34][CH2:33][O:32][C:31]3[N:35]=[CH:36][C:37]([C:39](N4CCCCC4)=[O:40])=[CH:38][C:30]2=3)(=O)=[O:27])[CH:25]=[CH:24]C=[CH:22][CH:21]=1.[CH2:47]([Cl:49])Cl. (2) Given the product [C:1]([C:5]1[N:6]=[C:7]([NH:19][CH2:18][CH2:16][OH:17])[C:8]2[N:9]([C:11](=[O:14])[NH:12][N:13]=2)[CH:10]=1)([CH3:4])([CH3:3])[CH3:2], predict the reactants needed to synthesize it. The reactants are: [C:1]([C:5]1[N:6]=[C:7](Cl)[C:8]2[N:9]([C:11](=[O:14])[NH:12][N:13]=2)[CH:10]=1)([CH3:4])([CH3:3])[CH3:2].[CH2:16]([CH2:18][NH2:19])[OH:17]. (3) Given the product [OH:46][C:39]1[C:38]([CH2:37][NH:36][C:10]([C:7]2[CH:8]=[CH:9][N:4]([CH:1]([CH3:2])[CH3:3])[C:5](=[O:13])[CH:6]=2)=[O:12])=[C:43]([CH3:44])[CH:42]=[C:41]([CH3:45])[N:40]=1, predict the reactants needed to synthesize it. The reactants are: [CH:1]([N:4]1[CH:9]=[CH:8][C:7]([C:10]([OH:12])=O)=[CH:6][C:5]1=[O:13])([CH3:3])[CH3:2].Cl.CN(C)CCCN=C=NCC.ON1C2C=CC=CC=2N=N1.[NH2:36][CH2:37][C:38]1[C:39]([OH:46])=[N:40][C:41]([CH3:45])=[CH:42][C:43]=1[CH3:44].